From a dataset of Reaction yield outcomes from USPTO patents with 853,638 reactions. Predict the reaction yield, written as a fraction of the theoretical maximum amount of product (1.0 means a 100% yield; for example, 0.34 means a 34% yield). The reactants are [Cl:1][C:2]1[CH:7]=[CH:6][C:5]([C:8]2[C:9]([C:20]3[CH:25]=[CH:24][C:23]([OH:26])=[CH:22][CH:21]=3)=[C:10](/[CH:13]=[CH:14]/[C:15]([O:17][CH2:18][CH3:19])=[O:16])[S:11][CH:12]=2)=[C:4]([O:27][CH3:28])[CH:3]=1. The catalyst is CCO.[Pd]. The product is [Cl:1][C:2]1[CH:7]=[CH:6][C:5]([C:8]2[C:9]([C:20]3[CH:21]=[CH:22][C:23]([OH:26])=[CH:24][CH:25]=3)=[C:10]([CH2:13][CH2:14][C:15]([O:17][CH2:18][CH3:19])=[O:16])[S:11][CH:12]=2)=[C:4]([O:27][CH3:28])[CH:3]=1. The yield is 0.780.